Task: Predict the reaction yield, written as a fraction of the theoretical maximum amount of product (1.0 means a 100% yield; for example, 0.34 means a 34% yield).. Dataset: Reaction yield outcomes from USPTO patents with 853,638 reactions (1) The product is [C:1]([O:5][C:6](=[O:21])[NH:7][CH:8]1[CH2:17][CH2:16][C:15]2[C:10](=[C:11]([NH:18][C:19]3[O:43][C:42]([C:44]4[CH:49]=[CH:48][C:47]([C:50]([F:51])([F:52])[F:53])=[CH:46][CH:45]=4)=[CH:41][N:38]=3)[CH:12]=[CH:13][CH:14]=2)[CH2:9]1)([CH3:4])([CH3:3])[CH3:2]. The reactants are [C:1]([O:5][C:6](=[O:21])[NH:7][CH:8]1[CH2:17][CH2:16][C:15]2[C:10](=[C:11]([N:18]=[C:19]=S)[CH:12]=[CH:13][CH:14]=2)[CH2:9]1)([CH3:4])([CH3:3])[CH3:2].C(OC1CC2C(CC=1)=CC=CC=2N=C=S)C.[N:38]([CH2:41][C:42]([C:44]1[CH:49]=[CH:48][C:47]([C:50]([F:53])([F:52])[F:51])=[CH:46][CH:45]=1)=[O:43])=[N+]=[N-]. The yield is 0.370. No catalyst specified. (2) The reactants are [F:1][C:2]1[CH:7]=[CH:6][CH:5]=[CH:4][C:3]=1[C:8]1[C:16]2[C:11](=[CH:12][N:13]=[C:14]([C:17]3[N:21](C4CCCCO4)[CH:20]=[N:19][CH:18]=3)[CH:15]=2)[N:10](C2CCCCO2)[N:9]=1.O1CCOCC1.Cl. The catalyst is CC#N. The product is [F:1][C:2]1[CH:7]=[CH:6][CH:5]=[CH:4][C:3]=1[C:8]1[C:16]2[C:11](=[CH:12][N:13]=[C:14]([C:17]3[NH:21][CH:20]=[N:19][CH:18]=3)[CH:15]=2)[NH:10][N:9]=1. The yield is 0.210. (3) The product is [ClH:1].[Cl:1][C:2]1[C:7]([C:8]([F:9])([F:11])[F:10])=[CH:6][CH:5]=[CH:4][C:3]=1[CH2:12][NH:13][C:14]([CH:16]1[CH2:20][N:19]([CH:21]2[CH2:22][CH2:23][NH:24][CH2:25][CH2:26]2)[C:18](=[O:34])[N:17]1[CH3:35])=[O:15]. The yield is 0.800. The reactants are [Cl:1][C:2]1[C:7]([C:8]([F:11])([F:10])[F:9])=[CH:6][CH:5]=[CH:4][C:3]=1[CH2:12][NH:13][C:14]([CH:16]1[CH2:20][N:19]([CH:21]2[CH2:26][CH2:25][N:24](C(OC(C)(C)C)=O)[CH2:23][CH2:22]2)[C:18](=[O:34])[N:17]1[CH3:35])=[O:15].Cl. The catalyst is O1CCOCC1. (4) The reactants are [F-].C([N+](CCCC)(CCCC)CCCC)CCC.[Si]([O:36][CH2:37][CH2:38][O:39][CH2:40][C@H:41]([O:52][C:53]1[N:58]=[CH:57][N:56]=[C:55]2[N:59]([C:62]3[CH:67]=[CH:66][CH:65]=[C:64]([Cl:68])[C:63]=3[CH3:69])[N:60]=[CH:61][C:54]=12)[C:42]([NH:44][C:45]1[CH:50]=[CH:49][C:48]([CH3:51])=[CH:47][N:46]=1)=[O:43])(C(C)(C)C)(C1C=CC=CC=1)C1C=CC=CC=1.[Cl-].[NH4+]. The catalyst is C1COCC1.CCOC(C)=O. The product is [Cl:68][C:64]1[C:63]([CH3:69])=[C:62]([N:59]2[C:55]3[N:56]=[CH:57][N:58]=[C:53]([O:52][C@@H:41]([CH2:40][O:39][CH2:38][CH2:37][OH:36])[C:42]([NH:44][C:45]4[CH:50]=[CH:49][C:48]([CH3:51])=[CH:47][N:46]=4)=[O:43])[C:54]=3[CH:61]=[N:60]2)[CH:67]=[CH:66][CH:65]=1. The yield is 0.520. (5) The reactants are Br[C:2]1[CH:3]=[CH:4][C:5]([O:18][CH3:19])=[C:6]([C:8]2[O:9][C:10]3[CH:16]=[CH:15][CH:14]=[C:13]([F:17])[C:11]=3[N:12]=2)[CH:7]=1.[B:20]1([B:20]2[O:24][C:23]([CH3:26])([CH3:25])[C:22]([CH3:28])([CH3:27])[O:21]2)[O:24][C:23]([CH3:26])([CH3:25])[C:22]([CH3:28])([CH3:27])[O:21]1.C(O[K])(C)=O. The catalyst is CN(C=O)C.ClCCl. The product is [F:17][C:13]1[C:11]2[N:12]=[C:8]([C:6]3[CH:7]=[C:2]([B:20]4[O:24][C:23]([CH3:26])([CH3:25])[C:22]([CH3:28])([CH3:27])[O:21]4)[CH:3]=[CH:4][C:5]=3[O:18][CH3:19])[O:9][C:10]=2[CH:16]=[CH:15][CH:14]=1. The yield is 0.540.